From a dataset of Reaction yield outcomes from USPTO patents with 853,638 reactions. Predict the reaction yield, written as a fraction of the theoretical maximum amount of product (1.0 means a 100% yield; for example, 0.34 means a 34% yield). (1) The reactants are C([O:4][CH2:5][CH2:6][C:7]1[CH:12]=[CH:11][N:10]2[N:13]=[CH:14][C:15]([CH:16]=[O:17])=[C:9]2[CH:8]=1)(=O)C. The catalyst is [OH-].[Na+].CCO. The product is [OH:4][CH2:5][CH2:6][C:7]1[CH:12]=[CH:11][N:10]2[N:13]=[CH:14][C:15]([CH:16]=[O:17])=[C:9]2[CH:8]=1. The yield is 0.780. (2) The reactants are [C:1]([O:5][C:6]([N:8]1[CH2:13][CH2:12][C:11]([CH2:17][CH:18]2[CH2:20][CH2:19]2)([C:14]([OH:16])=O)[CH2:10][CH2:9]1)=[O:7])([CH3:4])([CH3:3])[CH3:2].[F:21][C:22]([F:36])([F:35])[C:23]1[CH:24]=[C:25]([CH2:33][NH2:34])[CH:26]=[C:27]([C:29]([F:32])([F:31])[F:30])[CH:28]=1.C1C=C2N=NN(O)C2=CC=1.O.CCN(C(C)C)C(C)C.CCN=C=NCCCN(C)C. The catalyst is C(Cl)Cl. The product is [F:21][C:22]([F:35])([F:36])[C:23]1[CH:24]=[C:25]([CH:26]=[C:27]([C:29]([F:32])([F:30])[F:31])[CH:28]=1)[CH2:33][NH:34][C:14]([C:11]1([CH2:17][CH:18]2[CH2:19][CH2:20]2)[CH2:12][CH2:13][N:8]([C:6]([O:5][C:1]([CH3:2])([CH3:3])[CH3:4])=[O:7])[CH2:9][CH2:10]1)=[O:16]. The yield is 0.810. (3) The yield is 0.560. The catalyst is C(#N)C. The product is [NH2:21][C:22]1[N:27]=[C:26]([NH2:28])[C:25]([C:29]#[N:30])=[C:24]([NH:15][C@H:13]([C:12]2[N:11]=[C:10]3[CH:16]=[CH:17][N:18]([CH3:19])[C:9]3=[CH:8][C:7]=2[C:6]2[C:2]([CH3:1])=[N:3][O:4][C:5]=2[CH3:20])[CH3:14])[N:23]=1. The reactants are [CH3:1][C:2]1[C:6]([C:7]2[CH:8]=[C:9]3[N:18]([CH3:19])[CH:17]=[CH:16][C:10]3=[N:11][C:12]=2[C@@H:13]([NH2:15])[CH3:14])=[C:5]([CH3:20])[O:4][N:3]=1.[NH2:21][C:22]1[N:27]=[C:26]([NH2:28])[C:25]([C:29]#[N:30])=[C:24](Cl)[N:23]=1.C(N(C(C)C)C(C)C)C.